Dataset: Full USPTO retrosynthesis dataset with 1.9M reactions from patents (1976-2016). Task: Predict the reactants needed to synthesize the given product. (1) Given the product [CH3:47][N:44]1[CH2:43][CH2:42][N:41]([CH2:40][CH2:39][CH2:38][NH:37][C:2]2[C:15]3[C:14](=[O:16])[N:13]([CH2:17][CH:18]4[CH2:23][CH2:22][O:21][CH2:20][CH2:19]4)[C:12](=[O:24])[C:11]4=[CH:25][C:26]([NH:37][CH2:38][CH2:39][CH2:40][N:41]5[CH2:42][CH2:43][N:44]([CH3:47])[CH2:45][CH2:46]5)=[C:8]5[C:9]([C:10]=34)=[C:4]([C:5](=[O:36])[N:6]([CH2:29][CH:30]3[CH2:35][CH2:34][O:33][CH2:32][CH2:31]3)[C:7]5=[O:28])[CH:3]=2)[CH2:46][CH2:45]1, predict the reactants needed to synthesize it. The reactants are: Br[C:2]1[C:15]2[C:14](=[O:16])[N:13]([CH2:17][CH:18]3[CH2:23][CH2:22][O:21][CH2:20][CH2:19]3)[C:12](=[O:24])[C:11]3=[CH:25][C:26](Br)=[C:8]4[C:9]([C:10]=23)=[C:4]([C:5](=[O:36])[N:6]([CH2:29][CH:30]2[CH2:35][CH2:34][O:33][CH2:32][CH2:31]2)[C:7]4=[O:28])[CH:3]=1.[NH2:37][CH2:38][CH2:39][CH2:40][N:41]1[CH2:46][CH2:45][N:44]([CH3:47])[CH2:43][CH2:42]1. (2) Given the product [CH2:7]([CH:6]1[CH2:5][O:4]1)[CH2:8][CH2:9][CH2:10][CH2:11][CH2:12][CH2:13][CH2:14][CH2:15][CH3:16], predict the reactants needed to synthesize it. The reactants are: CC#N.[OH2:4].[CH2:5]=[CH:6][CH2:7][CH2:8][CH2:9][CH2:10][CH2:11][CH2:12][CH2:13][CH2:14][CH2:15][CH3:16].C(Cl)Cl. (3) Given the product [Br:1][C:2]1[CH:7]=[C:6]([CH2:8][N:9]2[CH:13]=[N:12][C:11]([NH2:14])=[N:10]2)[CH:5]=[N:4][C:3]=1[O:17][CH3:18], predict the reactants needed to synthesize it. The reactants are: [Br:1][C:2]1[C:3]([O:17][CH3:18])=[N:4][CH:5]=[C:6]([CH2:8][N:9]2[CH:13]=[N:12][C:11]([N+:14]([O-])=O)=[N:10]2)[CH:7]=1.N1(CC2C=C(Br)C(OC(F)F)=NC=2)C=NC=N1. (4) Given the product [C:10]1([CH3:29])[CH:11]=[CH:12][C:13]([S:16]([N:19]2[CH:27]3[CH:22]([CH2:23][CH2:24][CH2:25][CH2:26]3)[CH2:21][CH:20]2[OH:28])(=[O:18])=[O:17])=[CH:14][CH:15]=1, predict the reactants needed to synthesize it. The reactants are: CC(C[AlH]CC(C)C)C.[C:10]1([CH3:29])[CH:15]=[CH:14][C:13]([S:16]([N:19]2[CH:27]3[CH:22]([CH2:23][CH2:24][CH2:25][CH2:26]3)[CH2:21][C:20]2=[O:28])(=[O:18])=[O:17])=[CH:12][CH:11]=1.CO.O. (5) Given the product [OH:2][C:3]1[CH:12]=[CH:11][C:10]2[C:5](=[CH:6][CH:7]=[C:8]([C:13]3[CH:18]=[CH:17][CH:16]=[C:15]([OH:19])[CH:14]=3)[CH:9]=2)[C:4]=1[C:21]([N:23]1[CH2:28][CH2:27][NH:26][CH2:25][CH2:24]1)=[O:22], predict the reactants needed to synthesize it. The reactants are: C[O:2][C:3]1[CH:12]=[CH:11][C:10]2[C:5](=[CH:6][CH:7]=[C:8]([C:13]3[CH:18]=[CH:17][CH:16]=[C:15]([O:19]C)[CH:14]=3)[CH:9]=2)[C:4]=1[C:21]([N:23]1[CH2:28][CH2:27][N:26](C(OC(C)(C)C)=O)[CH2:25][CH2:24]1)=[O:22].B(Br)(Br)Br.